From a dataset of Full USPTO retrosynthesis dataset with 1.9M reactions from patents (1976-2016). Predict the reactants needed to synthesize the given product. Given the product [NH:1]1[CH2:8][CH2:7][CH2:6][C@@H:2]1[C:3]([OH:5])=[O:4].[CH3:22][CH:18]1[CH2:19][CH2:20][CH2:21][N:16]([C:9]([NH2:1])=[O:10])[CH2:17]1, predict the reactants needed to synthesize it. The reactants are: [N:1]1([C:9](OC(C)(C)C)=[O:10])[CH2:8][CH2:7][CH2:6][C@@H:2]1[C:3]([OH:5])=[O:4].[NH:16]1[CH2:21][CH2:20][CH2:19][CH:18]([C:22](N)=O)[CH2:17]1.